This data is from Full USPTO retrosynthesis dataset with 1.9M reactions from patents (1976-2016). The task is: Predict the reactants needed to synthesize the given product. (1) Given the product [Cl:30][C:20]1[CH:21]=[C:22]([C:36]2[CH:37]=[CH:38][O:44][N:35]=2)[C:16]2[O:15][C:14]([N:11]3[CH2:12][CH2:13][NH:8][CH2:9][C@@H:10]3[CH3:31])=[N:18][C:17]=2[CH:19]=1, predict the reactants needed to synthesize it. The reactants are: C(OC([N:8]1[CH2:13][CH2:12][N:11]([C:14]2[O:15][C:16]3[C:22](C(=O)C=CN(C)C)=[CH:21][C:20]([Cl:30])=[CH:19][C:17]=3[N:18]=2)[C@@H:10]([CH3:31])[CH2:9]1)=O)(C)(C)C.Cl.ON.[N:35]1C=C[CH:38]=[CH:37][CH:36]=1.FC(F)(F)C(O)=[O:44]. (2) Given the product [CH3:25][C:2]1([CH3:1])[O:6][CH:5]([CH2:7][O:8][C:9]2[CH:14]=[CH:13][C:12]([C:27]3[C:28]4[CH:35]=[C:34]([O:36][CH2:37][C:38]5[CH:43]=[CH:42][C:41]([C@@H:44]([C:51]#[C:52][CH3:53])[CH2:45][C:46]([O:48][CH2:49][CH3:50])=[O:47])=[CH:40][CH:39]=5)[CH:33]=[CH:32][C:29]=4[S:30][CH:31]=3)=[C:11]([CH3:24])[CH:10]=2)[CH2:4][O:3]1, predict the reactants needed to synthesize it. The reactants are: [CH3:1][C:2]1([CH3:25])[O:6][CH:5]([CH2:7][O:8][C:9]2[CH:14]=[CH:13][C:12](B3OC(C)(C)C(C)(C)O3)=[C:11]([CH3:24])[CH:10]=2)[CH2:4][O:3]1.Br[C:27]1[C:28]2[CH:35]=[C:34]([O:36][CH2:37][C:38]3[CH:43]=[CH:42][C:41]([C@@H:44]([C:51]#[C:52][CH3:53])[CH2:45][C:46]([O:48][CH2:49][CH3:50])=[O:47])=[CH:40][CH:39]=3)[CH:33]=[CH:32][C:29]=2[S:30][CH:31]=1.C([O-])([O-])=O.[Cs+].[Cs+]. (3) Given the product [CH2:1]([NH:4][C:17]1[N:18]=[C:13]([NH:12][CH2:5][C:6]2[CH:11]=[CH:10][CH:9]=[CH:8][CH:7]=2)[C:14]2[S:22][CH:21]=[C:20]([CH3:23])[C:15]=2[N:16]=1)[CH:2]=[CH2:3], predict the reactants needed to synthesize it. The reactants are: [CH2:1]([NH2:4])[CH:2]=[CH2:3].[CH2:5]([NH:12][C:13]1[C:14]2[S:22][CH:21]=[C:20]([CH3:23])[C:15]=2[N:16]=[C:17](Cl)[N:18]=1)[C:6]1[CH:11]=[CH:10][CH:9]=[CH:8][CH:7]=1. (4) The reactants are: [Br:1][C:2]1[C:6]2[CH2:7][N:8]([C:11]([O:13][C:14]([CH3:17])([CH3:16])[CH3:15])=[O:12])[CH2:9][CH2:10][C:5]=2[N:4]([CH:18]2[CH2:23][CH2:22]S[CH2:20][CH2:19]2)[N:3]=1.O[O:25][S:26]([O-:28])=O.[K+]. Given the product [Br:1][C:2]1[C:6]2[CH2:7][N:8]([C:11]([O:13][C:14]([CH3:15])([CH3:16])[CH3:17])=[O:12])[CH2:9][CH2:10][C:5]=2[N:4]([CH:18]2[CH2:23][CH2:22][S:26](=[O:28])(=[O:25])[CH2:20][CH2:19]2)[N:3]=1, predict the reactants needed to synthesize it. (5) Given the product [CH2:17]([CH:23]([CH2:36][CH2:37][CH2:38][CH2:39][CH2:40][CH2:41][CH2:42][CH3:43])[CH2:24][O:14][C:6]1[C:7]2[S:8][CH:9]=[CH:10][C:11]=2[C:12]([O:13][CH2:24][CH:23]([CH2:17][CH2:18][CH2:19][CH2:20][CH2:21][CH3:22])[CH2:36][CH2:37][CH2:38][CH2:39][CH2:40][CH2:41][CH2:42][CH3:43])=[C:2]2[S:1][CH:5]=[CH:4][C:3]=12)[CH2:18][CH2:19][CH2:20][CH2:21][CH3:22], predict the reactants needed to synthesize it. The reactants are: [S:1]1[CH:5]=[CH:4][C:3]2[C:6](=[O:14])[C:7]3[S:8][CH:9]=[CH:10][C:11]=3[C:12](=[O:13])[C:2]1=2.[OH-].[Na+].[CH2:17]([CH:23]([CH2:36][CH2:37][CH2:38][CH2:39][CH2:40][CH2:41][CH2:42][CH3:43])[CH2:24]OS(C1C=CC(C)=CC=1)(=O)=O)[CH2:18][CH2:19][CH2:20][CH2:21][CH3:22].